From a dataset of Reaction yield outcomes from USPTO patents with 853,638 reactions. Predict the reaction yield, written as a fraction of the theoretical maximum amount of product (1.0 means a 100% yield; for example, 0.34 means a 34% yield). (1) The reactants are Cl[C:2]1[C:7]([CH:8]=[O:9])=[C:6]([Cl:10])[N:5]=[C:4]([S:11][CH3:12])[N:3]=1.[F:13][C:14]1[CH:20]=[CH:19][CH:18]=[C:17]([F:21])[C:15]=1[NH2:16].CCN(CC)CC.O. The catalyst is C(Cl)(Cl)Cl. The product is [Cl:10][C:6]1[C:7]([CH:8]=[O:9])=[C:2]([NH:16][C:15]2[C:14]([F:13])=[CH:20][CH:19]=[CH:18][C:17]=2[F:21])[N:3]=[C:4]([S:11][CH3:12])[N:5]=1. The yield is 0.760. (2) The reactants are Br[C:2]1[CH:20]=[CH:19][C:18]([N+:21]([O-:23])=[O:22])=[CH:17][C:3]=1[CH2:4][N:5]([CH3:16])[C:6](=[O:15])[O:7][CH2:8][C:9]1[CH:14]=[CH:13][CH:12]=[CH:11][CH:10]=1.N1CCC[C@H]1C(O)=O.C(=O)([O-])[O-].[Cs+].[Cs+].[C:38]([CH2:40][C:41]([O:43][CH2:44][CH3:45])=[O:42])#[N:39]. The catalyst is CS(C)=O.[Cu]I. The product is [CH2:8]([O:7][C:6]([N:5]([CH2:4][C:3]1[CH:17]=[C:18]([N+:21]([O-:23])=[O:22])[CH:19]=[CH:20][C:2]=1[CH:40]([C:38]#[N:39])[C:41]([O:43][CH2:44][CH3:45])=[O:42])[CH3:16])=[O:15])[C:9]1[CH:14]=[CH:13][CH:12]=[CH:11][CH:10]=1. The yield is 0.800. (3) The reactants are Cl[C:2]1[C:7]([CH:8]=[CH2:9])=[CH:6][C:5]([F:10])=[CH:4][N:3]=1.CC(C)([O-])C.[Na+].C1C=CC(P(C2C(C3C(P(C4C=CC=CC=4)C4C=CC=CC=4)=CC=C4C=3C=CC=C4)=C3C(C=CC=C3)=CC=2)C2C=CC=CC=2)=CC=1.C(=[NH:76])(C1C=CC=CC=1)C1C=CC=CC=1.Cl. The catalyst is C1(C)C=CC=CC=1.C1C=CC(/C=C/C(/C=C/C2C=CC=CC=2)=O)=CC=1.C1C=CC(/C=C/C(/C=C/C2C=CC=CC=2)=O)=CC=1.C1C=CC(/C=C/C(/C=C/C2C=CC=CC=2)=O)=CC=1.[Pd].[Pd]. The product is [CH:8]([C:7]1[C:2]([NH2:76])=[N:3][CH:4]=[C:5]([F:10])[CH:6]=1)=[CH2:9]. The yield is 0.340. (4) The reactants are Br[CH2:2][C:3]1[CH:4]=[C:5]([C:19]([O:21][CH3:22])=[O:20])[C:6]([C:9]2[CH:14]=[CH:13][CH:12]=[C:11]([C:15]([O:17][CH3:18])=[O:16])[CH:10]=2)=[CH:7][CH:8]=1.[C:23]([O-:26])(=[S:25])[CH3:24].[K+]. The catalyst is CC(C)=O. The product is [C:23]([S:25][CH2:2][C:3]1[CH:4]=[C:5]([C:19]([O:21][CH3:22])=[O:20])[C:6]([C:9]2[CH:14]=[CH:13][CH:12]=[C:11]([C:15]([O:17][CH3:18])=[O:16])[CH:10]=2)=[CH:7][CH:8]=1)(=[O:26])[CH3:24]. The yield is 0.760. (5) The reactants are [CH3:1][C:2]1[CH:3]=[C:4]([NH:9][C:10](=[O:14])[CH:11]([CH3:13])[CH3:12])[CH:5]=[CH:6][C:7]=1[CH3:8].[CH:15]1[CH:20]=[C:19]2[C:21]([C:23](O)([OH:26])[C:24](=[O:25])[C:18]2=[CH:17][CH:16]=1)=[O:22]. The catalyst is S(=O)(=O)(O)O. The product is [OH:26][C:23]1([C:5]2[CH:6]=[C:7]([CH3:8])[C:2]([CH3:1])=[CH:3][C:4]=2[NH:9][C:10](=[O:14])[CH:11]([CH3:12])[CH3:13])[C:24](=[O:25])[C:18]2[C:19](=[CH:20][CH:15]=[CH:16][CH:17]=2)[C:21]1=[O:22]. The yield is 0.940. (6) The catalyst is O1CCCC1. The reactants are [CH3:1][N:2]([CH3:16])[C:3]1[CH:8]=[CH:7][C:6]([N:9]=[N:10][C:11]2[S:12][CH:13]=[CH:14][N:15]=2)=[CH:5][CH:4]=1.[CH2:17]1[S:22](=[O:24])(=[O:23])[O:21][CH2:20][CH2:19][CH2:18]1. The product is [CH3:1][N:2]([CH3:16])[C:3]1[CH:4]=[CH:5][C:6]([N:9]=[N:10][C:11]2[S:12][CH:13]=[CH:14][N+:15]=2[CH2:20][CH2:19][CH2:18][CH2:17][S:22]([O-:24])(=[O:23])=[O:21])=[CH:7][CH:8]=1. The yield is 0.870. (7) The reactants are [CH3:1][C:2]1[C:7]([OH:8])=[CH:6][CH:5]=[C:4]([CH3:9])[N:3]=1.C(=O)([O-])[O-].[Cs+].[Cs+].FC(F)(F)S(O[CH2:22][C:23]([F:26])([F:25])[F:24])(=O)=O.O. The catalyst is CN(C=O)C. The product is [CH3:1][C:2]1[C:7]([O:8][CH2:22][C:23]([F:26])([F:25])[F:24])=[CH:6][CH:5]=[C:4]([CH3:9])[N:3]=1. The yield is 1.00. (8) The catalyst is C(O)C. The yield is 0.710. The reactants are [C:1](Cl)(=[O:3])[CH3:2].[C:5]1(=O)[CH2:10][CH2:9][CH2:8][CH2:7][C:6]1=[O:11]. The product is [CH2:1]([O:3][C:5]1[C:6](=[O:11])[CH2:7][CH2:8][CH2:9][CH:10]=1)[CH3:2]. (9) The reactants are [O-:1][N+:2]1[C:7]2[CH:8]=[C:9]3[C:13](=[CH:14][C:6]=2[N:5]=[C:4]([CH2:15][CH2:16][CH2:17][OH:18])[N:3]=1)[CH2:12][CH2:11][CH2:10]3.[C:19]([NH:26][C@H:27]([C:31](O)=[O:32])[CH:28]([CH3:30])[CH3:29])([O:21][C:22]([CH3:25])([CH3:24])[CH3:23])=[O:20].C1CCC(N=C=NC2CCCCC2)CC1. The catalyst is CN(C1C=CN=CC=1)C.C(Cl)Cl. The product is [C:22]([O:21][C:19]([NH:26][CH:27]([CH:28]([CH3:30])[CH3:29])[C:31]([O:18][CH2:17][CH2:16][CH2:15][C:4]1[N:3]=[N+:2]([O-:1])[C:7]2[CH:8]=[C:9]3[C:13]([CH2:12][CH2:11][CH2:10]3)=[CH:14][C:6]=2[N:5]=1)=[O:32])=[O:20])([CH3:25])([CH3:24])[CH3:23]. The yield is 0.930. (10) The reactants are [NH2:1][C@H:2]([C:7]([OH:9])=[O:8])[CH2:3][CH2:4][CH2:5][CH3:6].S(Cl)([Cl:12])=O.[CH3:14][CH2:15]O. No catalyst specified. The product is [ClH:12].[NH2:1][C@H:2]([C:7]([O:9][CH2:14][CH3:15])=[O:8])[CH2:3][CH2:4][CH2:5][CH3:6]. The yield is 1.00.